From a dataset of Forward reaction prediction with 1.9M reactions from USPTO patents (1976-2016). Predict the product of the given reaction. (1) Given the reactants [CH3:1][O:2][C:3]1[CH:8]=[CH:7][C:6]([CH2:9][CH2:10][C:11]2[CH:19]=[CH:18][CH:17]=[CH:16][C:12]=2[C:13]([OH:15])=O)=[CH:5][CH:4]=1.FC(F)(F)C(OC(=O)C(F)(F)F)=O, predict the reaction product. The product is: [CH3:1][O:2][C:3]1[CH:4]=[CH:5][C:6]2[CH2:9][CH2:10][C:11]3[CH:19]=[CH:18][CH:17]=[CH:16][C:12]=3[C:13](=[O:15])[C:7]=2[CH:8]=1. (2) The product is: [CH2:1]([O:8][C:9]([N:11]1[CH2:15][CH2:14][CH2:13][C@H:12]1[C:16]1[NH:17][C:18]2[CH:24]=[C:23]([C:35]3[CH:36]=[CH:37][C:38]([CH2:41][C:42](=[O:43])[NH:44][CH:45]4[CH2:46][CH2:47]4)=[CH:39][CH:40]=3)[CH:22]=[CH:21][C:19]=2[N:20]=1)=[O:10])[C:2]1[CH:7]=[CH:6][CH:5]=[CH:4][CH:3]=1. Given the reactants [CH2:1]([O:8][C:9]([N:11]1[CH2:15][CH2:14][CH2:13][C@H:12]1[C:16]1[NH:20][C:19]2[CH:21]=[CH:22][C:23](B3OC(C)(C)C(C)(C)O3)=[CH:24][C:18]=2[N:17]=1)=[O:10])[C:2]1[CH:7]=[CH:6][CH:5]=[CH:4][CH:3]=1.Br[C:35]1[CH:40]=[CH:39][C:38]([CH2:41][C:42]([NH:44][CH:45]2[CH2:47][CH2:46]2)=[O:43])=[CH:37][CH:36]=1.CN(C=O)C, predict the reaction product. (3) Given the reactants Br[C:2]1[CH:3]=[C:4]([CH:9]=[CH:10][C:11]=1[O:12][CH3:13])[C:5]([O:7][CH3:8])=[O:6].O.[C:15]1(B(O)O)[CH:20]=[CH:19][CH:18]=[CH:17][CH:16]=1.C(=O)([O-])[O-].[K+].[K+], predict the reaction product. The product is: [CH3:13][O:12][C:11]1[C:2]([C:15]2[CH:20]=[CH:19][CH:18]=[CH:17][CH:16]=2)=[CH:3][C:4]([C:5]([O:7][CH3:8])=[O:6])=[CH:9][CH:10]=1. (4) Given the reactants C[Si]([N-][Si](C)(C)C)(C)C.[Li+].F[C:12]1[C:17]([C:18]2[N:23]=[C:22]([CH3:24])[N:21]=[C:20]([N:25]([CH2:35][C:36]3[CH:41]=[CH:40][C:39]([O:42][CH3:43])=[CH:38][CH:37]=3)[CH2:26][C:27]3[CH:32]=[CH:31][C:30]([O:33][CH3:34])=[CH:29][CH:28]=3)[N:19]=2)=[CH:16][C:15]([C@H:44]([N:46]2[CH2:51][CH2:50][N:49]([S:52]([CH3:55])(=[O:54])=[O:53])[CH2:48][C@@H:47]2[CH3:56])[CH3:45])=[CH:14][N:13]=1.[F:57][C:58]1[CH:59]=[C:60]([NH2:66])[CH:61]=[N:62][C:63]=1[O:64][CH3:65].[NH4+].[Cl-], predict the reaction product. The product is: [F:57][C:58]1[CH:59]=[C:60]([NH:66][C:12]2[C:17]([C:18]3[N:23]=[C:22]([CH3:24])[N:21]=[C:20]([N:25]([CH2:35][C:36]4[CH:41]=[CH:40][C:39]([O:42][CH3:43])=[CH:38][CH:37]=4)[CH2:26][C:27]4[CH:28]=[CH:29][C:30]([O:33][CH3:34])=[CH:31][CH:32]=4)[N:19]=3)=[CH:16][C:15]([C@H:44]([N:46]3[CH2:51][CH2:50][N:49]([S:52]([CH3:55])(=[O:54])=[O:53])[CH2:48][C@@H:47]3[CH3:56])[CH3:45])=[CH:14][N:13]=2)[CH:61]=[N:62][C:63]=1[O:64][CH3:65].